This data is from Forward reaction prediction with 1.9M reactions from USPTO patents (1976-2016). The task is: Predict the product of the given reaction. (1) Given the reactants C(OC([N:11]1[CH2:16][CH2:15][CH:14]([N:17]2[C:21]([NH:22][C:23]([NH:25][C@@H:26]3[C:35]4[C:30](=[CH:31][CH:32]=[CH:33][CH:34]=4)[C@H:29]([O:36][C:37]4[CH:38]=[CH:39][C:40]5[N:41]([C:43]([CH:46]([CH3:48])[CH3:47])=[N:44][N:45]=5)[CH:42]=4)[CH2:28][CH2:27]3)=[O:24])=[CH:20][C:19]([C:49]([CH3:52])([CH3:51])[CH3:50])=[N:18]2)[CH2:13][CH2:12]1)=O)C1C=CC=CC=1.N.CO, predict the reaction product. The product is: [C:49]([C:19]1[CH:20]=[C:21]([NH:22][C:23]([NH:25][C@@H:26]2[C:35]3[C:30](=[CH:31][CH:32]=[CH:33][CH:34]=3)[C@H:29]([O:36][C:37]3[CH:38]=[CH:39][C:40]4[N:41]([C:43]([CH:46]([CH3:48])[CH3:47])=[N:44][N:45]=4)[CH:42]=3)[CH2:28][CH2:27]2)=[O:24])[N:17]([CH:14]2[CH2:15][CH2:16][NH:11][CH2:12][CH2:13]2)[N:18]=1)([CH3:52])([CH3:51])[CH3:50]. (2) Given the reactants [CH2:1]([O:8][C@H:9]1[C@H:15]([O:16][CH2:17][C:18]2[CH:23]=[CH:22][CH:21]=[CH:20][CH:19]=2)[C@@H:14]([O:24][CH2:25][C:26]2[CH:31]=[CH:30][CH:29]=[CH:28][CH:27]=2)[C@:13]2([C:33]3[CH:38]=[CH:37][C:36]([Cl:39])=[C:35]([CH2:40][C:41]4[CH:46]=[CH:45][C:44]([O:47][CH2:48][CH3:49])=[CH:43][CH:42]=4)[CH:34]=3)[O:32][C@@:10]1([CH:50]=[O:51])[CH2:11][O:12]2)[C:2]1[CH:7]=[CH:6][CH:5]=[CH:4][CH:3]=1.[C:52]([Mg]Br)#[C:53][CH3:54], predict the reaction product. The product is: [CH2:1]([O:8][C@H:9]1[C@H:15]([O:16][CH2:17][C:18]2[CH:19]=[CH:20][CH:21]=[CH:22][CH:23]=2)[C@@H:14]([O:24][CH2:25][C:26]2[CH:31]=[CH:30][CH:29]=[CH:28][CH:27]=2)[C@:13]2([C:33]3[CH:38]=[CH:37][C:36]([Cl:39])=[C:35]([CH2:40][C:41]4[CH:42]=[CH:43][C:44]([O:47][CH2:48][CH3:49])=[CH:45][CH:46]=4)[CH:34]=3)[O:32][C@@:10]1([CH:50]([OH:51])[C:52]#[C:53][CH3:54])[CH2:11][O:12]2)[C:2]1[CH:7]=[CH:6][CH:5]=[CH:4][CH:3]=1. (3) Given the reactants Cl[C:2]1[C:3]2[C:4](=[CH:19][N:20](CC3C=CC(OC)=CC=3)[N:21]=2)[N:5]=[C:6]([C:8]2[CH:9]=[C:10]([NH:14][S:15]([CH3:18])(=[O:17])=[O:16])[CH:11]=[CH:12][CH:13]=2)[N:7]=1.[NH2:31][C:32]1[CH:41]=[C:40]2[C:35]([CH2:36][CH2:37][C:38](=[O:42])[NH:39]2)=[CH:34][CH:33]=1.Cl, predict the reaction product. The product is: [O:42]=[C:38]1[CH2:37][CH2:36][C:35]2[C:40](=[CH:41][C:32]([NH:31][C:2]3[C:3]4[NH:21][N:20]=[CH:19][C:4]=4[N:5]=[C:6]([C:8]4[CH:9]=[C:10]([NH:14][S:15]([CH3:18])(=[O:16])=[O:17])[CH:11]=[CH:12][CH:13]=4)[N:7]=3)=[CH:33][CH:34]=2)[NH:39]1. (4) Given the reactants [N+:1]([C:4]1[CH:5]=[C:6]([C:10]2[N:14]([CH3:15])[N:13](O)[NH:12][N:11]=2)[CH:7]=[CH:8][CH:9]=1)([O-])=O.Cl[Sn]Cl.C[OH:21], predict the reaction product. The product is: [NH2:1][C:4]1[CH:5]=[C:6]([C:10]2[N:14]([CH2:15][OH:21])[N:13]=[N:12][N:11]=2)[CH:7]=[CH:8][CH:9]=1. (5) Given the reactants [CH3:1][C:2]([N:5]1[C:10](=[O:11])[CH2:9][C:8](=[O:12])[N:7]([CH2:13][C:14]2[CH:19]=[CH:18][C:17]([C:20]([CH3:23])([CH3:22])[CH3:21])=[CH:16][CH:15]=2)[C:6]1=[O:24])([CH3:4])[CH3:3].C(N(C(C)C)CC)(C)C.[N:34]([CH2:37][C:38]([O:40][CH2:41][CH3:42])=[O:39])=[C:35]=[O:36], predict the reaction product. The product is: [CH3:4][C:2]([N:5]1[C:10]([OH:11])=[C:9]([C:35]([NH:34][CH2:37][C:38]([O:40][CH2:41][CH3:42])=[O:39])=[O:36])[C:8](=[O:12])[N:7]([CH2:13][C:14]2[CH:19]=[CH:18][C:17]([C:20]([CH3:23])([CH3:22])[CH3:21])=[CH:16][CH:15]=2)[C:6]1=[O:24])([CH3:1])[CH3:3].